From a dataset of Forward reaction prediction with 1.9M reactions from USPTO patents (1976-2016). Predict the product of the given reaction. (1) Given the reactants [Cl:1][C:2]1[CH:3]=[CH:4][C:5]([C:9]2[C:17]3[C:12](=[CH:13][N:14]=[C:15]([C:18]4[CH:19]=[N:20][CH:21]=[CH:22][CH:23]=4)[CH:16]=3)[N:11]([CH2:24][O:25][CH2:26][CH2:27][Si:28]([CH3:31])([CH3:30])[CH3:29])[N:10]=2)=[N:6][C:7]=1F.[C:32]([NH:39][CH:40]1[CH2:45][CH2:44][NH:43][CH2:42][CH2:41]1)([O:34][C:35]([CH3:38])([CH3:37])[CH3:36])=[O:33].CN1CCOCC1.CN1CCCC1=O, predict the reaction product. The product is: [Cl:1][C:2]1[C:7]([N:43]2[CH2:42][CH2:41][CH:40]([NH:39][C:32](=[O:33])[O:34][C:35]([CH3:37])([CH3:36])[CH3:38])[CH2:45][CH2:44]2)=[N:6][C:5]([C:9]2[C:17]3[C:12](=[CH:13][N:14]=[C:15]([C:18]4[CH:19]=[N:20][CH:21]=[CH:22][CH:23]=4)[CH:16]=3)[N:11]([CH2:24][O:25][CH2:26][CH2:27][Si:28]([CH3:31])([CH3:30])[CH3:29])[N:10]=2)=[CH:4][CH:3]=1. (2) Given the reactants C(OC([N:8]1[C:17]2[C:12](=[CH:13][CH:14]=[C:15]([O:18][CH3:19])[CH:16]=2)[CH2:11][CH2:10][CH2:9]1)=O)(C)(C)C.FC(F)(F)C(O)=O.C(=O)([O-])[O-].[Na+].[Na+], predict the reaction product. The product is: [CH3:19][O:18][C:15]1[CH:16]=[C:17]2[C:12]([CH2:11][CH2:10][CH2:9][NH:8]2)=[CH:13][CH:14]=1.